From a dataset of TCR-epitope binding with 47,182 pairs between 192 epitopes and 23,139 TCRs. Binary Classification. Given a T-cell receptor sequence (or CDR3 region) and an epitope sequence, predict whether binding occurs between them. (1) The epitope is GLCTLVAML. The TCR CDR3 sequence is CASSQSPDGTQYF. Result: 1 (the TCR binds to the epitope). (2) The epitope is EILDITPCSF. The TCR CDR3 sequence is CASSSGLYNEQFF. Result: 0 (the TCR does not bind to the epitope). (3) The epitope is VVYRGTTTY. The TCR CDR3 sequence is CASTSKKGINEQYF. Result: 0 (the TCR does not bind to the epitope). (4) The epitope is RPRGEVRFL. The TCR CDR3 sequence is CAISDPGDTQYF. Result: 1 (the TCR binds to the epitope).